This data is from Forward reaction prediction with 1.9M reactions from USPTO patents (1976-2016). The task is: Predict the product of the given reaction. (1) Given the reactants C(OC([N:8]1[CH2:12][C@@H:11]([CH2:13][N:14]([CH:31]([CH3:33])[CH3:32])[C:15](=[O:30])[C:16]2[CH:21]=[CH:20][C:19]([O:22][CH3:23])=[C:18]([O:24][CH2:25][CH2:26][CH2:27][O:28][CH3:29])[CH:17]=2)[C@H:10]([NH2:34])[CH2:9]1)=O)(C)(C)C.[CH2:35]([S:38](Cl)(=[O:40])=[O:39])[CH2:36][CH3:37].CC#N.O.CC#N, predict the reaction product. The product is: [CH:31]([N:14]([CH2:13][C@H:11]1[C@H:10]([NH:34][S:38]([CH2:35][CH2:36][CH3:37])(=[O:40])=[O:39])[CH2:9][NH:8][CH2:12]1)[C:15](=[O:30])[C:16]1[CH:21]=[CH:20][C:19]([O:22][CH3:23])=[C:18]([O:24][CH2:25][CH2:26][CH2:27][O:28][CH3:29])[CH:17]=1)([CH3:33])[CH3:32]. (2) Given the reactants [Cl:1][C:2]1[C:3]([O:17][CH3:18])=[C:4]([C:9]([O:15][CH3:16])=[C:10]([N+:12]([O-])=O)[CH:11]=1)[C:5]([O:7][CH3:8])=[O:6].[Cl-].[NH4+], predict the reaction product. The product is: [NH2:12][C:10]1[C:9]([O:15][CH3:16])=[C:4]([C:3]([O:17][CH3:18])=[C:2]([Cl:1])[CH:11]=1)[C:5]([O:7][CH3:8])=[O:6]. (3) Given the reactants [NH3:1].[F:2][CH:3]([F:20])[C:4]1[N:5]=[CH:6][N:7]([C:9]2[CH:14]=[CH:13][C:12]([N:15]=[C:16]=[S:17])=[CH:11][C:10]=2[O:18][CH3:19])[CH:8]=1, predict the reaction product. The product is: [F:20][CH:3]([F:2])[C:4]1[N:5]=[CH:6][N:7]([C:9]2[CH:14]=[CH:13][C:12]([NH:15][C:16]([NH2:1])=[S:17])=[CH:11][C:10]=2[O:18][CH3:19])[CH:8]=1. (4) Given the reactants [C:1]([C@@H:4]([NH:19][C:20](=[O:26])[O:21][C:22]([CH3:25])([CH3:24])[CH3:23])[CH2:5][CH2:6][CH2:7][NH:8]C(OCC1C=CC=CC=1)=O)(=O)[CH3:2], predict the reaction product. The product is: [CH3:2][C@H:1]1[C@H:4]([NH:19][C:20](=[O:26])[O:21][C:22]([CH3:25])([CH3:24])[CH3:23])[CH2:5][CH2:6][CH2:7][NH:8]1. (5) Given the reactants [CH:1]1([CH2:7][N:8]([C:13](=O)[C:14]2[CH:19]=[C:18]([C:20]([CH3:23])([CH3:22])[CH3:21])[CH:17]=[C:16]([C:24]([CH3:27])([CH3:26])[CH3:25])[CH:15]=2)[NH:9][C:10](=[S:12])[NH2:11])[CH2:6][CH2:5][CH2:4][CH2:3][CH2:2]1.Cl, predict the reaction product. The product is: [CH:1]1([CH2:7][N:8]2[C:13]([C:14]3[CH:19]=[C:18]([C:20]([CH3:23])([CH3:22])[CH3:21])[CH:17]=[C:16]([C:24]([CH3:27])([CH3:26])[CH3:25])[CH:15]=3)=[N:11][C:10](=[S:12])[NH:9]2)[CH2:6][CH2:5][CH2:4][CH2:3][CH2:2]1. (6) Given the reactants [N+:1]([C:4]1[CH:9]=[CH:8][C:7]([CH:10]2[C:19]([C:20]3[CH:21]=[CH:22][C:23]4[O:28][CH2:27][C:26](=[O:29])[NH:25][C:24]=4[CH:30]=3)=[CH:18][C:17]3[C:12](=[CH:13][CH:14]=[CH:15][CH:16]=3)[S:11]2)=[CH:6][CH:5]=1)([O-])=O.C(O)(=O)C, predict the reaction product. The product is: [NH2:1][C:4]1[CH:9]=[CH:8][C:7]([CH:10]2[C:19]([C:20]3[CH:21]=[CH:22][C:23]4[O:28][CH2:27][C:26](=[O:29])[NH:25][C:24]=4[CH:30]=3)=[CH:18][C:17]3[C:12](=[CH:13][CH:14]=[CH:15][CH:16]=3)[S:11]2)=[CH:6][CH:5]=1. (7) Given the reactants [CH3:1][O:2][C:3]1[CH:4]=[C:5]([CH2:13][CH2:14][C:15](Cl)=[O:16])[CH:6]=[CH:7][C:8]=1[O:9][CH2:10][C:11]#[CH:12].[Cl:18][C:19]1[CH:26]=[CH:25][C:22]([CH2:23][NH2:24])=[CH:21][CH:20]=1.C(N(CC)CC)C.O1CCCC1, predict the reaction product. The product is: [Cl:18][C:19]1[CH:26]=[CH:25][C:22]([CH2:23][NH:24][C:15](=[O:16])[CH2:14][CH2:13][C:5]2[CH:6]=[CH:7][C:8]([O:9][CH2:10][C:11]#[CH:12])=[C:3]([O:2][CH3:1])[CH:4]=2)=[CH:21][CH:20]=1.